From a dataset of Peptide-MHC class I binding affinity with 185,985 pairs from IEDB/IMGT. Regression. Given a peptide amino acid sequence and an MHC pseudo amino acid sequence, predict their binding affinity value. This is MHC class I binding data. (1) The peptide sequence is AYDHGNVIL. The MHC is HLA-B39:01 with pseudo-sequence HLA-B39:01. The binding affinity (normalized) is 0.613. (2) The peptide sequence is LWLLWPVTL. The MHC is Patr-A0901 with pseudo-sequence Patr-A0901. The binding affinity (normalized) is 1.00. (3) The peptide sequence is ALVSDCAST. The MHC is HLA-A02:03 with pseudo-sequence HLA-A02:03. The binding affinity (normalized) is 0.682. (4) The peptide sequence is GPKVKQWPL. The MHC is HLA-B51:01 with pseudo-sequence HLA-B51:01. The binding affinity (normalized) is 0.304.